From a dataset of Forward reaction prediction with 1.9M reactions from USPTO patents (1976-2016). Predict the product of the given reaction. (1) Given the reactants [F:1][C:2]1[CH:3]=[C:4]([CH:21]=[CH:22][CH:23]=1)[O:5][C:6]1[CH:7]=[C:8]([CH:12]=[C:13]([O:15][C@@H:16]([CH3:20])[CH2:17][O:18][CH3:19])[CH:14]=1)[C:9]([OH:11])=O.[CH2:24]([O:26][C:27](=[O:36])[CH2:28][S:29][C:30]1[S:34][C:33]([NH2:35])=[N:32][CH:31]=1)[CH3:25], predict the reaction product. The product is: [CH2:24]([O:26][C:27](=[O:36])[CH2:28][S:29][C:30]1[S:34][C:33]([NH:35][C:9](=[O:11])[C:8]2[CH:12]=[C:13]([O:15][C@@H:16]([CH3:20])[CH2:17][O:18][CH3:19])[CH:14]=[C:6]([O:5][C:4]3[CH:21]=[CH:22][CH:23]=[C:2]([F:1])[CH:3]=3)[CH:7]=2)=[N:32][CH:31]=1)[CH3:25]. (2) The product is: [F:20][CH:2]([F:1])[CH2:3][N:4]1[C:12]2[C:7](=[N:8][CH:9]=[CH:10][CH:11]=2)[C:6]([C:13]2[CH:18]=[CH:17][C:16]([O:19][C:28]3[N:27]([CH2:26][CH2:25][O:24][CH3:23])[C:31]4=[N:32][CH:33]=[CH:34][CH:35]=[C:30]4[N:29]=3)=[CH:15][CH:14]=2)=[N:5]1. Given the reactants [F:1][CH:2]([F:20])[CH2:3][N:4]1[C:12]2[C:7](=[N:8][CH:9]=[CH:10][CH:11]=2)[C:6]([C:13]2[CH:18]=[CH:17][C:16]([OH:19])=[CH:15][CH:14]=2)=[N:5]1.[H-].[Na+].[CH3:23][O:24][CH2:25][CH2:26][N:27]1[C:31]2=[N:32][CH:33]=[CH:34][CH:35]=[C:30]2[N:29]=[C:28]1S(C)(=O)=O.O, predict the reaction product. (3) Given the reactants Cl[C:2]1[N:7]=[C:6]([C:8]2[N:12]3[CH:13]=[CH:14][C:15]([F:17])=[CH:16][C:11]3=[N:10][C:9]=2[C:18]2[CH:19]=[CH:20][C:21]([O:35][CH3:36])=[C:22]([CH:34]=2)[C:23]([NH:25][C:26]2[C:31]([F:32])=[CH:30][CH:29]=[CH:28][C:27]=2[F:33])=[O:24])[CH:5]=[CH:4][N:3]=1.[CH2:37]([O:39][C:40]1[CH:46]=[C:45]([N:47]2[CH2:52][CH2:51][CH:50]([CH2:53][CH2:54][S:55]([CH3:58])(=[O:57])=[O:56])[CH2:49][CH2:48]2)[C:44]([CH3:59])=[CH:43][C:41]=1[NH2:42])[CH3:38].Cl.O1CCOCC1.C[O-].[Na+], predict the reaction product. The product is: [F:33][C:27]1[CH:28]=[CH:29][CH:30]=[C:31]([F:32])[C:26]=1[NH:25][C:23](=[O:24])[C:22]1[CH:34]=[C:18]([C:9]2[N:10]=[C:11]3[CH:16]=[C:15]([F:17])[CH:14]=[CH:13][N:12]3[C:8]=2[C:6]2[CH:5]=[CH:4][N:3]=[C:2]([NH:42][C:41]3[CH:43]=[C:44]([CH3:59])[C:45]([N:47]4[CH2:52][CH2:51][CH:50]([CH2:53][CH2:54][S:55]([CH3:58])(=[O:57])=[O:56])[CH2:49][CH2:48]4)=[CH:46][C:40]=3[O:39][CH2:37][CH3:38])[N:7]=2)[CH:19]=[CH:20][C:21]=1[O:35][CH3:36].